From a dataset of Reaction yield outcomes from USPTO patents with 853,638 reactions. Predict the reaction yield, written as a fraction of the theoretical maximum amount of product (1.0 means a 100% yield; for example, 0.34 means a 34% yield). (1) The reactants are [CH2:1]([C@:4]1([CH3:22])[CH2:9][C:8]2[CH:10]=[CH:11][CH:12]=[CH:13][C:7]=2[N:6]([C:14]2[CH:19]=[CH:18][CH:17]=[CH:16][CH:15]=2)[S:5]1(=[O:21])=[O:20])[CH:2]=[CH2:3].C12BC(CCC1)CCC2.[OH-:32].[Na+].OO. The catalyst is O1CCCC1. The product is [CH3:22][C@@:4]1([CH2:1][CH2:2][CH2:3][OH:32])[CH2:9][C:8]2[CH:10]=[CH:11][CH:12]=[CH:13][C:7]=2[N:6]([C:14]2[CH:19]=[CH:18][CH:17]=[CH:16][CH:15]=2)[S:5]1(=[O:20])=[O:21]. The yield is 0.600. (2) The reactants are [NH2:1][C:2]1[CH:7]=[CH:6][C:5]([OH:8])=[CH:4][C:3]=1[N+:9]([O-:11])=[O:10].[CH2:12](I)[CH3:13].O[Li].O. The catalyst is CCO. The product is [CH2:12]([O:8][C:5]1[CH:6]=[CH:7][C:2]([NH2:1])=[C:3]([N+:9]([O-:11])=[O:10])[CH:4]=1)[CH3:13]. The yield is 0.750. (3) The reactants are [N:1]12[CH2:8][CH2:7][CH:4]([CH2:5][CH2:6]1)[CH:3]([NH2:9])[CH2:2]2.[C:10]1([C:20]2[CH:25]=[CH:24][CH:23]=[CH:22][CH:21]=2)[CH:15]=[CH:14][C:13]([CH2:16][C:17](O)=[O:18])=[CH:12][CH:11]=1. No catalyst specified. The product is [N:1]12[CH2:8][CH2:7][CH:4]([CH2:5][CH2:6]1)[CH:3]([NH:9][C:17](=[O:18])[CH2:16][C:13]1[CH:14]=[CH:15][C:10]([C:20]3[CH:21]=[CH:22][CH:23]=[CH:24][CH:25]=3)=[CH:11][CH:12]=1)[CH2:2]2. The yield is 0.440. (4) The yield is 0.550. The catalyst is N1C=CC=CC=1. The product is [Cl:1][C:2]1[C:11]([NH:12][S:24]([C:19]2[CH:20]=[CH:21][CH:22]=[CH:23][C:18]=2[N+:15]([O-:17])=[O:16])(=[O:25])=[O:26])=[C:10]2[C:5]([C:6]([O:13][CH3:14])=[CH:7][CH:8]=[N:9]2)=[CH:4][CH:3]=1. The reactants are [Cl:1][C:2]1[C:11]([NH2:12])=[C:10]2[C:5]([C:6]([O:13][CH3:14])=[CH:7][CH:8]=[N:9]2)=[CH:4][CH:3]=1.[N+:15]([C:18]1[CH:23]=[CH:22][CH:21]=[CH:20][C:19]=1[S:24](Cl)(=[O:26])=[O:25])([O-:17])=[O:16]. (5) The reactants are C([NH:11][CH2:12][CH2:13][P:14](=O)([OH:16])[OH:15])(OCC1C=CC=CC=1)=O.[C:18]1([OH:24])[CH:23]=[CH:22][CH:21]=[CH:20][CH:19]=1.[CH:34]1(N=C=N[CH:34]2[CH2:39][CH2:38][CH2:37][CH2:36][CH2:35]2)[CH2:39][CH2:38][CH2:37][CH2:36][CH2:35]1. The catalyst is N1C=CC=CC=1.CC#N. The product is [C:18]1([O:24][P:14]([CH2:13][CH2:12][NH2:11])(=[O:15])[O:16][C:34]2[CH:35]=[CH:36][CH:37]=[CH:38][CH:39]=2)[CH:23]=[CH:22][CH:21]=[CH:20][CH:19]=1. The yield is 0.570. (6) The reactants are [Br:1][C:2]1[CH:7]=[CH:6][C:5]([Br:8])=[CH:4][C:3]=1[OH:9].[Br:10][CH2:11][CH2:12]Br. The catalyst is [OH-].[Na+]. The product is [Br:1][C:2]1[CH:7]=[CH:6][C:5]([Br:8])=[CH:4][C:3]=1[O:9][CH2:12][CH2:11][Br:10]. The yield is 0.510. (7) The reactants are [CH2:1]([N:8]([CH2:18][CH2:19][CH2:20][N:21]([CH2:31][C:32]1[CH:37]=[CH:36][CH:35]=[CH:34][CH:33]=1)[C:22]([O:24][CH2:25][C:26]1[S:30][CH:29]=[N:28][CH:27]=1)=[O:23])[C:9](=[O:17])[O:10][CH2:11][C:12]1[S:16][CH:15]=[N:14][CH:13]=1)[C:2]1[CH:7]=[CH:6][CH:5]=[CH:4][CH:3]=1.BrCC1C=CC([C:44]([C:46]2[CH:51]=[CH:50][CH:49]=[CH:48][CH:47]=2)=[O:45])=CC=1.[H-].[Na+].Cl. The catalyst is CN(C=O)C.CCOC(C)=O. The product is [C:44]([C:35]1[CH:34]=[CH:33][C:32]([CH2:31][N:21]([CH2:20][CH2:19][CH2:18][N:8]([CH2:1][C:2]2[CH:7]=[CH:6][C:5]([C:44](=[O:45])[C:46]3[CH:47]=[CH:48][CH:49]=[CH:50][CH:51]=3)=[CH:4][CH:3]=2)[C:9]([O:10][CH2:11][C:12]2[S:16][CH:15]=[N:14][CH:13]=2)=[O:17])[C:22](=[O:23])[O:24][CH2:25][C:26]2[S:30][CH:29]=[N:28][CH:27]=2)=[CH:37][CH:36]=1)(=[O:45])[C:46]1[CH:51]=[CH:50][CH:49]=[CH:48][CH:47]=1. The yield is 0.150. (8) The reactants are [Cl:1][CH2:2][C:3]1[NH:4][C:5]2[CH:11]=[CH:10][CH:9]=[CH:8][C:6]=2[N:7]=1.C(N(CC)C(C)C)(C)C.[CH3:21][Si:22]([CH3:29])([CH3:28])[CH2:23][CH2:24][O:25][CH2:26]Cl. The catalyst is C1COCC1. The product is [Cl:1][CH2:2][C:3]1[N:4]([CH2:26][O:25][CH2:24][CH2:23][Si:22]([CH3:29])([CH3:28])[CH3:21])[C:5]2[CH:11]=[CH:10][CH:9]=[CH:8][C:6]=2[N:7]=1. The yield is 0.650. (9) The catalyst is O1CCOCC1. The yield is 0.670. The product is [CH3:28][C:27]([CH3:30])([CH3:29])[CH2:26][CH2:25][N:22]1[CH2:21][CH2:20][N:19]([CH2:18][CH2:17][CH2:16][CH2:15][O:14][C:11]2[CH:12]=[CH:13][C:8]([C:7]([OH:32])=[O:6])=[CH:9][C:10]=2[F:31])[CH2:24][CH2:23]1. The reactants are [OH-].[Na+].O.C([O:6][C:7](=[O:32])[C:8]1[CH:13]=[CH:12][C:11]([O:14][CH2:15][CH2:16][CH2:17][CH2:18][N:19]2[CH2:24][CH2:23][N:22]([CH2:25][CH2:26][C:27]([CH3:30])([CH3:29])[CH3:28])[CH2:21][CH2:20]2)=[C:10]([F:31])[CH:9]=1)C. (10) The reactants are [C:1]([O:5][C:6]([N:8]1[CH2:12][CH:11]([O:13][C:14]2[C:23]3[C:18](=[CH:19][C:20]([O:24][CH3:25])=[CH:21][CH:22]=3)[N:17]=[C:16]([C:26]3[N:27]=[C:28]([NH:31][CH:32]([CH3:34])[CH3:33])[S:29][CH:30]=3)[CH:15]=2)[CH2:10][CH:9]1[C:35]([OH:37])=O)=[O:7])([CH3:4])([CH3:3])[CH3:2].[CH2:38]([O:40][C:41]([C:43]1([NH2:48])[CH2:45][CH:44]1[CH:46]=[CH2:47])=[O:42])[CH3:39]. No catalyst specified. The product is [C:1]([O:5][C:6]([N:8]1[CH2:12][CH:11]([O:13][C:14]2[C:23]3[C:18](=[CH:19][C:20]([O:24][CH3:25])=[CH:21][CH:22]=3)[N:17]=[C:16]([C:26]3[N:27]=[C:28]([NH:31][CH:32]([CH3:33])[CH3:34])[S:29][CH:30]=3)[CH:15]=2)[CH2:10][CH:9]1[C:35](=[O:37])[NH:48][C:43]1([C:41]([O:40][CH2:38][CH3:39])=[O:42])[CH2:45][CH:44]1[CH:46]=[CH2:47])=[O:7])([CH3:4])([CH3:2])[CH3:3]. The yield is 0.800.